Regression/Classification. Given a drug SMILES string, predict its absorption, distribution, metabolism, or excretion properties. Task type varies by dataset: regression for continuous measurements (e.g., permeability, clearance, half-life) or binary classification for categorical outcomes (e.g., BBB penetration, CYP inhibition). Dataset: bbb_martins. From a dataset of Blood-brain barrier penetration binary classification data from Martins et al.. (1) The molecule is O=C1CC[C@H]2[C@H]3Cc4cccc(O)c4[C@@]2(CCN3CC2CC2)C1. The result is 1 (penetrates BBB). (2) The molecule is CC1(C)S[C@@H]2[C@H](NC(=O)C(C(=O)O)c3ccccc3)C(=O)N2[C@H]1C(=O)O. The result is 0 (does not penetrate BBB). (3) The drug is CC1(c2ccccc2)CC(=O)N(CN2CCOCC2)C1=O. The result is 1 (penetrates BBB). (4) The molecule is CO[C@H]1[C@@H](O)[C@H](N)[C@@H](O[C@H]2O[C@H](C(C)N)CC[C@H]2N)[C@H](O)[C@@H]1N(C)C(=O)CN. The result is 0 (does not penetrate BBB). (5) The molecule is CC(C)(C)c1ccc(CN2CCN(C(c3ccccc3)c3ccc(Cl)cc3)CC2)cc1. The result is 1 (penetrates BBB). (6) The molecule is CO/N=C(\C(=O)N[C@@H]1C(=O)N2C(C(=O)O)=C(Cn3nnc(C)n3)CS[C@H]12)c1csc(N)n1. The result is 0 (does not penetrate BBB).